Dataset: NCI-60 drug combinations with 297,098 pairs across 59 cell lines. Task: Regression. Given two drug SMILES strings and cell line genomic features, predict the synergy score measuring deviation from expected non-interaction effect. Drug 1: CCC1(CC2CC(C3=C(CCN(C2)C1)C4=CC=CC=C4N3)(C5=C(C=C6C(=C5)C78CCN9C7C(C=CC9)(C(C(C8N6C=O)(C(=O)OC)O)OC(=O)C)CC)OC)C(=O)OC)O.OS(=O)(=O)O. Drug 2: C1=CC=C(C=C1)NC(=O)CCCCCCC(=O)NO. Cell line: HT29. Synergy scores: CSS=29.1, Synergy_ZIP=0.912, Synergy_Bliss=7.08, Synergy_Loewe=-19.0, Synergy_HSA=1.31.